From a dataset of NCI-60 drug combinations with 297,098 pairs across 59 cell lines. Regression. Given two drug SMILES strings and cell line genomic features, predict the synergy score measuring deviation from expected non-interaction effect. (1) Drug 1: CNC(=O)C1=CC=CC=C1SC2=CC3=C(C=C2)C(=NN3)C=CC4=CC=CC=N4. Drug 2: C1=CC(=CC=C1CCC2=CNC3=C2C(=O)NC(=N3)N)C(=O)NC(CCC(=O)O)C(=O)O. Cell line: NCIH23. Synergy scores: CSS=5.36, Synergy_ZIP=0.118, Synergy_Bliss=2.15, Synergy_Loewe=-0.192, Synergy_HSA=0.939. (2) Drug 1: C1=CC(=CC=C1CC(C(=O)O)N)N(CCCl)CCCl.Cl. Drug 2: CC12CCC3C(C1CCC2OP(=O)(O)O)CCC4=C3C=CC(=C4)OC(=O)N(CCCl)CCCl.[Na+]. Cell line: HT29. Synergy scores: CSS=3.20, Synergy_ZIP=-3.47, Synergy_Bliss=-4.68, Synergy_Loewe=-19.3, Synergy_HSA=-8.61. (3) Drug 1: CN(C)N=NC1=C(NC=N1)C(=O)N. Drug 2: C1C(C(OC1N2C=C(C(=O)NC2=O)F)CO)O. Cell line: IGROV1. Synergy scores: CSS=32.5, Synergy_ZIP=-7.01, Synergy_Bliss=-3.04, Synergy_Loewe=-31.8, Synergy_HSA=0.343. (4) Drug 1: C1CCC(CC1)NC(=O)N(CCCl)N=O. Drug 2: C1=CC(=CC=C1CC(C(=O)O)N)N(CCCl)CCCl.Cl. Synergy scores: CSS=10.3, Synergy_ZIP=-3.71, Synergy_Bliss=2.34, Synergy_Loewe=-2.46, Synergy_HSA=1.97. Cell line: NCI-H226.